Task: Predict the reaction yield, written as a fraction of the theoretical maximum amount of product (1.0 means a 100% yield; for example, 0.34 means a 34% yield).. Dataset: Reaction yield outcomes from USPTO patents with 853,638 reactions The reactants are [F:1][C:2]([F:43])([F:42])[C:3]1[CH:4]=[C:5]([CH:39]=[CH:40][CH:41]=1)[CH2:6][NH:7][C:8](=[O:38])[C:9]1[CH:14]=[CH:13][N:12]=[C:11]([C:15]2[CH:20]=[C:19]([N:21]3[CH2:26][CH2:25][CH2:24][CH2:23][CH2:22]3)[CH:18]=[CH:17][C:16]=2[NH:27][C:28](=[O:37])[C:29]2[CH:34]=[CH:33][CH:32]=[C:31]([CH2:35]Br)[CH:30]=2)[CH:10]=1.[N-:44]=[N+:45]=[N-:46].[Na+]. The catalyst is CN(C)C=O.O. The product is [F:1][C:2]([F:43])([F:42])[C:3]1[CH:4]=[C:5]([CH:39]=[CH:40][CH:41]=1)[CH2:6][NH:7][C:8](=[O:38])[C:9]1[CH:14]=[CH:13][N:12]=[C:11]([C:15]2[CH:20]=[C:19]([N:21]3[CH2:26][CH2:25][CH2:24][CH2:23][CH2:22]3)[CH:18]=[CH:17][C:16]=2[NH:27][C:28](=[O:37])[C:29]2[CH:34]=[CH:33][CH:32]=[C:31]([CH2:35][N:44]=[N+:45]=[N-:46])[CH:30]=2)[CH:10]=1. The yield is 0.490.